Dataset: Forward reaction prediction with 1.9M reactions from USPTO patents (1976-2016). Task: Predict the product of the given reaction. (1) Given the reactants [OH-].[Li+].C[O:4][C:5]([C:7]1[C:16]2[C:11](=[CH:12][CH:13]=[CH:14][CH:15]=2)[C:10]([C:17](=[O:37])[NH:18][C:19]2[C:24]([Cl:25])=[CH:23][C:22]([C:26]([F:35])([C:31]([F:34])([F:33])[F:32])[C:27]([F:30])([F:29])[F:28])=[CH:21][C:20]=2[Cl:36])=[CH:9][CH:8]=1)=[O:6], predict the reaction product. The product is: [Cl:25][C:24]1[CH:23]=[C:22]([C:26]([F:35])([C:27]([F:30])([F:28])[F:29])[C:31]([F:32])([F:33])[F:34])[CH:21]=[C:20]([Cl:36])[C:19]=1[NH:18][C:17]([C:10]1[C:11]2[C:16](=[CH:15][CH:14]=[CH:13][CH:12]=2)[C:7]([C:5]([OH:6])=[O:4])=[CH:8][CH:9]=1)=[O:37]. (2) Given the reactants C([O:5][C:6]([C:8]1([CH2:11][CH2:12][CH2:13][CH2:14][CH2:15][C:16](=[O:30])[CH2:17][CH2:18][CH2:19][CH2:20][CH2:21][C:22]([CH3:29])([CH3:28])[C:23]([O:25]CC)=[O:24])[CH2:10][CH2:9]1)=[O:7])(C)(C)C.[OH-].[Na+], predict the reaction product. The product is: [C:6]([C:8]1([CH2:11][CH2:12][CH2:13][CH2:14][CH2:15][C:16](=[O:30])[CH2:17][CH2:18][CH2:19][CH2:20][CH2:21][C:22]([CH3:28])([CH3:29])[C:23]([OH:25])=[O:24])[CH2:10][CH2:9]1)([OH:7])=[O:5]. (3) Given the reactants C([O:3][CH:4](OCC)[C:5]1[CH:10]=[CH:9][C:8]([CH:11]2[C:16]3=[N:17][NH:18][C:19](=[O:24])[C:20]4[CH:21]=[CH:22][CH:23]=[C:14]([C:15]=43)[NH:13][CH:12]2[C:25]2[CH:30]=[CH:29][CH:28]=[CH:27][CH:26]=2)=[CH:7][CH:6]=1)C.C(=O)([O-])[O-].[K+].[K+], predict the reaction product. The product is: [O:24]=[C:19]1[C:20]2[CH:21]=[CH:22][CH:23]=[C:14]3[NH:13][CH:12]([C:25]4[CH:26]=[CH:27][CH:28]=[CH:29][CH:30]=4)[CH:11]([C:8]4[CH:9]=[CH:10][C:5]([CH:4]=[O:3])=[CH:6][CH:7]=4)[C:16]([C:15]=23)=[N:17][NH:18]1. (4) Given the reactants [C:1]1([CH:7]([O:9][C:10]2[CH:17]=[CH:16][C:13]([CH:14]=O)=[CH:12][CH:11]=2)[CH3:8])[CH:6]=[CH:5][CH:4]=[CH:3][CH:2]=1.[NH:18]1[CH2:21][CH:20]([C:22]([OH:24])=[O:23])[CH2:19]1.CC(O)=O.[BH3-]C#N.[Na+], predict the reaction product. The product is: [C:1]1([CH:7]([O:9][C:10]2[CH:17]=[CH:16][C:13]([CH2:14][N:18]3[CH2:21][CH:20]([C:22]([OH:24])=[O:23])[CH2:19]3)=[CH:12][CH:11]=2)[CH3:8])[CH:6]=[CH:5][CH:4]=[CH:3][CH:2]=1. (5) The product is: [Cl:1][C:2]1[CH:10]=[CH:9][CH:8]=[CH:7][C:3]=1[C:4]([NH:17][CH2:16][CH:15]([N:18]1[CH:23]=[CH:22][C:21]([C:24]([F:27])([F:26])[F:25])=[N:20][CH2:19]1)[CH2:14][CH:11]1[CH2:13][CH2:12]1)=[O:6]. Given the reactants [Cl:1][C:2]1[CH:10]=[CH:9][CH:8]=[CH:7][C:3]=1[C:4]([OH:6])=O.[CH:11]1([CH2:14][CH:15]([N:18]2[CH:23]=[CH:22][C:21]([C:24]([F:27])([F:26])[F:25])=[N:20][CH2:19]2)[CH2:16][NH2:17])[CH2:13][CH2:12]1, predict the reaction product. (6) Given the reactants [F:1][C:2]1[CH:3]=[CH:4][C:5]([C:8]2[N:12]3[CH2:13][C@H:14]([CH3:18])[NH:15][C:16](=[S:17])[C:11]3=[N:10][N:9]=2)=[N:6][CH:7]=1.I[CH3:20], predict the reaction product. The product is: [F:1][C:2]1[CH:3]=[CH:4][C:5]([C:8]2[N:12]3[CH2:13][C@H:14]([CH3:18])[N:15]=[C:16]([S:17][CH3:20])[C:11]3=[N:10][N:9]=2)=[N:6][CH:7]=1. (7) The product is: [CH:1]1[C:9]2[C:8]3[CH2:10][CH2:11][CH2:12][CH2:13][C:7]=3[O:6][C:5]=2[CH:4]=[CH:3][C:2]=1[NH:14][C:15](=[O:17])[CH3:16]. Given the reactants [CH2:1]1[C:9]2[C:8]3[CH:10]=[CH:11][CH:12]=[CH:13][C:7]=3[O:6][C:5]=2[CH2:4][CH2:3][CH:2]1[NH2:14].[C:15](OC(=O)C)(=[O:17])[CH3:16], predict the reaction product. (8) Given the reactants [ClH:1].[N:2]1([CH2:8][CH2:9][N:10]2[CH2:15][C:14]3[CH:16]=[C:17](/[CH:20]=[CH:21]/[C:22](O)=[O:23])[CH:18]=[N:19][C:13]=3[NH:12][C:11]2=[O:25])[CH2:7][CH2:6][O:5][CH2:4][CH2:3]1.Cl.CN1CC2C=C(/C=C/C(O)=O)C=NC=2NC(=O)C1.[CH3:45][NH:46][CH2:47][C:48]1[C:57]2[C:52](=[CH:53][CH:54]=[CH:55][CH:56]=2)[C:51]([CH3:58])=[CH:50][CH:49]=1.CNCC1C=CC2C(=CC=CC=2)C=1CCC, predict the reaction product. The product is: [ClH:1].[CH3:45][N:46]([CH2:47][C:48]1[C:57]2[C:52](=[CH:53][CH:54]=[CH:55][CH:56]=2)[C:51]([CH3:58])=[CH:50][CH:49]=1)[C:22](=[O:23])/[CH:21]=[CH:20]/[C:17]1[CH:18]=[N:19][C:13]2[NH:12][C:11](=[O:25])[N:10]([CH2:9][CH2:8][N:2]3[CH2:7][CH2:6][O:5][CH2:4][CH2:3]3)[CH2:15][C:14]=2[CH:16]=1.